Task: Predict the product of the given reaction.. Dataset: Forward reaction prediction with 1.9M reactions from USPTO patents (1976-2016) (1) Given the reactants [C:1](=[O:4])([O-:3])[OH:2].[Ca+2:5].[C:6](=[O:9])([O-:8])[OH:7], predict the reaction product. The product is: [C:1](=[O:2])([O-:4])[OH:3].[Ca+2:5].[C:6](=[O:7])([O-:9])[OH:8].[C:1](=[O:3])=[O:2]. (2) Given the reactants [Cl:1][C:2]1[CH:38]=[CH:37][C:5]2[N:6]([C:14]3[C:15]([CH3:36])=[C:16]([CH:33]=[CH:34][CH:35]=3)[CH2:17][NH:18][C:19]3[CH:32]=[CH:31][C:22]4[C@H:23]([CH2:26][C:27]([O:29]C)=[O:28])[CH2:24][O:25][C:21]=4[CH:20]=3)[C:7]([C@H:9]3[CH2:13][CH2:12][CH2:11][O:10]3)=[N:8][C:4]=2[CH:3]=1.[OH-].[Na+], predict the reaction product. The product is: [Cl:1][C:2]1[CH:38]=[CH:37][C:5]2[N:6]([C:14]3[C:15]([CH3:36])=[C:16]([CH:33]=[CH:34][CH:35]=3)[CH2:17][NH:18][C:19]3[CH:32]=[CH:31][C:22]4[C@H:23]([CH2:26][C:27]([OH:29])=[O:28])[CH2:24][O:25][C:21]=4[CH:20]=3)[C:7]([C@H:9]3[CH2:13][CH2:12][CH2:11][O:10]3)=[N:8][C:4]=2[CH:3]=1. (3) Given the reactants [NH2:1][CH:2]1[CH2:7][CH2:6][N:5]([C:8]([O:10][C:11]([CH3:14])([CH3:13])[CH3:12])=[O:9])[CH2:4][CH:3]1[OH:15].[O:16]1[C:20]2[CH:21]=[CH:22][CH:23]=[CH:24][C:19]=2[CH:18]=[C:17]1[C:25]([NH:27][C:28]1([C:34](O)=[O:35])[CH2:33][CH2:32][CH2:31][CH2:30][CH2:29]1)=[O:26].OC1C2N=NNC=2C=CC=1.C(N(C(C)C)CC)(C)C.Cl.CN(C)CCCN=C=NCC, predict the reaction product. The product is: [O:16]1[C:20]2[CH:21]=[CH:22][CH:23]=[CH:24][C:19]=2[CH:18]=[C:17]1[C:25]([NH:27][C:28]1([C:34]([NH:1][CH:2]2[CH2:7][CH2:6][N:5]([C:8]([O:10][C:11]([CH3:12])([CH3:14])[CH3:13])=[O:9])[CH2:4][CH:3]2[OH:15])=[O:35])[CH2:33][CH2:32][CH2:31][CH2:30][CH2:29]1)=[O:26]. (4) Given the reactants F[C:2]1[CH:14]=[CH:13][C:5]([C:6]([O:8][C:9]([CH3:12])([CH3:11])[CH3:10])=[O:7])=[CH:4][CH:3]=1.[NH2:15][C@H:16]1[CH2:20][CH2:19][NH:18][CH2:17]1.C([O-])([O-])=O.[K+].[K+], predict the reaction product. The product is: [NH2:15][C@H:16]1[CH2:20][CH2:19][N:18]([C:2]2[CH:14]=[CH:13][C:5]([C:6]([O:8][C:9]([CH3:12])([CH3:11])[CH3:10])=[O:7])=[CH:4][CH:3]=2)[CH2:17]1. (5) Given the reactants [O:1]1[CH2:6][CH2:5][CH:4]([C@@H:7]([NH2:9])[CH3:8])[CH2:3][CH2:2]1.C(N(CC)C(C)C)(C)C.[Br:19][C:20]1[C:21](Cl)=[N:22][C:23]([Cl:26])=[N:24][CH:25]=1, predict the reaction product. The product is: [Br:19][C:20]1[C:21]([NH:9][C@H:7]([CH:4]2[CH2:5][CH2:6][O:1][CH2:2][CH2:3]2)[CH3:8])=[N:22][C:23]([Cl:26])=[N:24][CH:25]=1. (6) Given the reactants CO[CH:3]=[C:4]([C:7]1[CH:12]=[CH:11][CH:10]=[CH:9][CH:8]=1)[C:5]#[N:6].C[O-].[Na+].[C:16]([O:20][CH3:21])(=[O:19])[CH2:17][SH:18], predict the reaction product. The product is: [NH2:6][C:5]1[C:4]([C:7]2[CH:8]=[CH:9][CH:10]=[CH:11][CH:12]=2)=[CH:3][S:18][C:17]=1[C:16]([O:20][CH3:21])=[O:19]. (7) Given the reactants Cl[C:2]1[CH:7]=[CH:6][N:5]=[C:4]([N:8]2[CH2:13][CH2:12][N:11]([C:14]([O:16][C:17]([CH3:20])([CH3:19])[CH3:18])=[O:15])[CH2:10][CH2:9]2)[N:3]=1.[F:21][C:22]1[CH:27]=[C:26]([F:28])[CH:25]=[CH:24][C:23]=1OB(O)O.C(=O)([O-])[O-].[Na+].[Na+].C1(C)C=CC=CC=1, predict the reaction product. The product is: [F:21][C:22]1[CH:27]=[C:26]([F:28])[CH:25]=[CH:24][C:23]=1[C:2]1[CH:7]=[CH:6][N:5]=[C:4]([N:8]2[CH2:13][CH2:12][N:11]([C:14]([O:16][C:17]([CH3:20])([CH3:19])[CH3:18])=[O:15])[CH2:10][CH2:9]2)[N:3]=1. (8) Given the reactants [NH2:1][CH:2]([CH2:5][C:6]([CH3:15])([CH3:14])[CH2:7][C:8]1[CH:13]=[CH:12][CH:11]=[CH:10][CH:9]=1)[CH2:3][OH:4].C([O-])([O-])=O.[K+].[K+].Br[C:23]#[N:24], predict the reaction product. The product is: [CH3:14][C:6]([CH3:15])([CH2:7][C:8]1[CH:9]=[CH:10][CH:11]=[CH:12][CH:13]=1)[CH2:5][CH:2]1[CH2:3][O:4][C:23]([NH2:24])=[N:1]1. (9) Given the reactants [OH:1][C:2]1[CH:7]=[CH:6][C:5]([CH2:8][CH2:9][CH2:10][CH2:11][N:12]2[CH:16]=[CH:15][N:14]=[C:13]2[CH2:17][CH:18]([OH:21])[CH2:19][OH:20])=[CH:4][CH:3]=1.[H-].[Na+].Cl[CH2:25][C:26]1[N:27]=[C:28](/[CH:31]=[CH:32]/[C:33]2[CH:38]=[CH:37][C:36]([C:39]([F:42])([F:41])[F:40])=[CH:35][CH:34]=2)[O:29][CH:30]=1, predict the reaction product. The product is: [F:42][C:39]([F:40])([F:41])[C:36]1[CH:37]=[CH:38][C:33](/[CH:32]=[CH:31]/[C:28]2[O:29][CH:30]=[C:26]([CH2:25][O:1][C:2]3[CH:7]=[CH:6][C:5]([CH2:8][CH2:9][CH2:10][CH2:11][N:12]4[CH:16]=[CH:15][N:14]=[C:13]4[CH2:17][CH:18]([OH:21])[CH2:19][OH:20])=[CH:4][CH:3]=3)[N:27]=2)=[CH:34][CH:35]=1. (10) Given the reactants [NH:1]([CH:8]=[C:9]([N+:15]([O-])=O)[C:10]([O:12][CH2:13][CH3:14])=[O:11])[C:2]1[CH:7]=[CH:6][CH:5]=[CH:4][CH:3]=1.[CH2:18](C(CC)(CC)C([O-])([O-])[O-])[CH3:19], predict the reaction product. The product is: [CH3:18][C:19]1[N:1]([C:2]2[CH:7]=[CH:6][CH:5]=[CH:4][CH:3]=2)[CH:8]=[C:9]([C:10]([O:12][CH2:13][CH3:14])=[O:11])[N:15]=1.